From a dataset of Peptide-MHC class I binding affinity with 185,985 pairs from IEDB/IMGT. Regression. Given a peptide amino acid sequence and an MHC pseudo amino acid sequence, predict their binding affinity value. This is MHC class I binding data. (1) The peptide sequence is ALIVAIWDK. The MHC is HLA-A68:02 with pseudo-sequence HLA-A68:02. The binding affinity (normalized) is 0. (2) The peptide sequence is QTNAMVTLR. The MHC is HLA-A03:01 with pseudo-sequence HLA-A03:01. The binding affinity (normalized) is 0.104. (3) The peptide sequence is FMIDWILDA. The MHC is HLA-A31:01 with pseudo-sequence HLA-A31:01. The binding affinity (normalized) is 0.0847. (4) The binding affinity (normalized) is 0.914. The MHC is HLA-A02:06 with pseudo-sequence HLA-A02:06. The peptide sequence is FTYASALWEI. (5) The peptide sequence is TTTAQGTSMY. The MHC is HLA-A02:02 with pseudo-sequence HLA-A02:02. The binding affinity (normalized) is 0.0309. (6) The peptide sequence is TFVNFNSVK. The MHC is HLA-A11:01 with pseudo-sequence HLA-A11:01. The binding affinity (normalized) is 0.717. (7) The peptide sequence is KAVRLIKFLY. The MHC is HLA-A11:01 with pseudo-sequence HLA-A11:01. The binding affinity (normalized) is 0.127.